From a dataset of Forward reaction prediction with 1.9M reactions from USPTO patents (1976-2016). Predict the product of the given reaction. (1) Given the reactants [O-]P([O-])([O-])=O.[K+].[K+].[K+].[C@@H]1(N)CCCC[C@H]1N.CCCCCCCCCCCC.I[C:30]1[S:31][CH:32]=[CH:33][CH:34]=1.[NH:35]1[CH2:39][CH2:38][CH2:37][C:36]1=[O:40], predict the reaction product. The product is: [S:31]1[CH:32]=[CH:33][CH:34]=[C:30]1[N:35]1[CH2:39][CH2:38][CH2:37][C:36]1=[O:40]. (2) Given the reactants [CH2:1]([O:8][C:9]1[CH:10]=[C:11]([CH2:17][CH2:18][NH:19][C:20](=O)/[CH:21]=[CH:22]/[C:23]2[CH:28]=[C:27]([O:29][CH3:30])[C:26]([O:31][CH3:32])=[C:25]([O:33][CH3:34])[CH:24]=2)[CH:12]=[CH:13][C:14]=1[O:15][CH3:16])[C:2]1[CH:7]=[CH:6][CH:5]=[CH:4][CH:3]=1.O=P(Cl)(Cl)Cl.[BH4-].[Na+], predict the reaction product. The product is: [CH2:1]([O:8][C:9]1[CH:10]=[C:11]2[C:12](=[CH:13][C:14]=1[O:15][CH3:16])[CH:20](/[CH:21]=[CH:22]/[C:23]1[CH:28]=[C:27]([O:29][CH3:30])[C:26]([O:31][CH3:32])=[C:25]([O:33][CH3:34])[CH:24]=1)[NH:19][CH2:18][CH2:17]2)[C:2]1[CH:7]=[CH:6][CH:5]=[CH:4][CH:3]=1. (3) Given the reactants Br.[OH:2][C:3]1[CH:12]=[C:11]2[C:6]([C:7]([O:13][CH2:14][C:15](O)=O)=[CH:8][CH:9]=[N:10]2)=[CH:5][CH:4]=1.[F:18][C:19]1[C:20]([NH:31][NH2:32])=[N:21][CH:22]=[C:23]([C:25]2[O:29][N:28]=[C:27]([CH3:30])[CH:26]=2)[CH:24]=1, predict the reaction product. The product is: [F:18][C:19]1[C:20]2[N:21]([C:15]([CH2:14][O:13][C:7]3[C:6]4[C:11](=[CH:12][C:3]([OH:2])=[CH:4][CH:5]=4)[N:10]=[CH:9][CH:8]=3)=[N:32][N:31]=2)[CH:22]=[C:23]([C:25]2[O:29][N:28]=[C:27]([CH3:30])[CH:26]=2)[CH:24]=1. (4) Given the reactants [OH:1][C@:2]12[CH2:26][C@@H:25]([OH:27])[CH2:24][CH2:23][C@:22]1([CH3:28])[C@@H:21]1[C@H:5]([C@H:6]3[C@:18]([CH3:29])([CH2:19][CH2:20]1)[C@@H:9]([C@H:10]([CH3:17])[CH2:11][CH2:12][CH2:13][CH:14]([CH3:16])[CH3:15])[CH2:8][CH2:7]3)[CH2:4][C@H:3]2[NH:30][CH2:31][CH2:32][C:33]1[N:34]=[CH:35][NH:36][CH:37]=1.[C:38]([OH:45])(=[O:44])[CH2:39][CH2:40][C:41]([OH:43])=[O:42].O, predict the reaction product. The product is: [OH:1][C@:2]12[CH2:26][C@@H:25]([OH:27])[CH2:24][CH2:23][C@:22]1([CH3:28])[C@@H:21]1[C@H:5]([C@H:6]3[C@:18]([CH3:29])([CH2:19][CH2:20]1)[C@@H:9]([C@H:10]([CH3:17])[CH2:11][CH2:12][CH2:13][CH:14]([CH3:16])[CH3:15])[CH2:8][CH2:7]3)[CH2:4][C@H:3]2[NH:30][CH2:31][CH2:32][C:33]1[N:34]=[CH:35][NH:36][CH:37]=1.[C:38]([O-:45])(=[O:44])[CH2:39][CH2:40][C:41]([O-:43])=[O:42]. (5) Given the reactants Cl.[O:2]1[C:6]2[CH:7]=[CH:8][CH:9]=[C:10]([CH:11]3[CH2:16][CH2:15][N:14]([CH2:17][CH2:18][C@H:19]4[CH2:24][CH2:23][C@H:22]([NH2:25])[CH2:21][CH2:20]4)[CH2:13][CH2:12]3)[C:5]=2[O:4][CH2:3]1.[F:26][C:27]1([F:33])[CH2:29][CH:28]1[C:30](O)=[O:31], predict the reaction product. The product is: [O:2]1[C:6]2[CH:7]=[CH:8][CH:9]=[C:10]([CH:11]3[CH2:16][CH2:15][N:14]([CH2:17][CH2:18][C@H:19]4[CH2:20][CH2:21][C@H:22]([NH:25][C:30]([CH:28]5[CH2:29][C:27]5([F:33])[F:26])=[O:31])[CH2:23][CH2:24]4)[CH2:13][CH2:12]3)[C:5]=2[O:4][CH2:3]1. (6) Given the reactants [F:1][C:2]1[CH:7]=[CH:6][CH:5]=[CH:4][C:3]=1[C:8]1[N:9]([S:15]([C:18]2[CH:25]=[CH:24][CH:23]=[CH:22][C:19]=2[C:20]#[N:21])(=[O:17])=[O:16])[CH:10]=[C:11]([CH:13]=O)[CH:12]=1.CO.[CH3:28][NH2:29].[BH4-].[Na+].[ClH:32].C(=O)([O-])O.[Na+], predict the reaction product. The product is: [ClH:32].[F:1][C:2]1[CH:7]=[CH:6][CH:5]=[CH:4][C:3]=1[C:8]1[N:9]([S:15]([C:18]2[CH:25]=[CH:24][CH:23]=[CH:22][C:19]=2[C:20]#[N:21])(=[O:17])=[O:16])[CH:10]=[C:11]([CH2:13][NH:29][CH3:28])[CH:12]=1. (7) Given the reactants [CH:1]1([CH2:4][O:5][C:6]2[CH:14]=[CH:13][C:9]3[O:10][CH2:11][O:12][C:8]=3[C:7]=2[C:15]2[C:16]3[NH:23][CH:22]=[C:21]([C:24](O)=[O:25])[C:17]=3[N:18]=[CH:19][N:20]=2)[CH2:3][CH2:2]1.[B-](F)(F)(F)F.CCOC(C(C#N)=NOC(N(C)C)=[N+](C)C)=O.C1C=NC2N(O)N=NC=2C=1.CCN(C(C)C)C(C)C.FC(F)(F)C(O)=O.[NH2:75][C@@H:76]([CH2:106][OH:107])[C:77]([N:79]1[CH2:84][CH2:83][CH:82]([N:85]2[N:94]=[C:93]([C:95]3[CH:100]=[CH:99][C:98]([O:101][CH3:102])=[C:97]([O:103][CH3:104])[CH:96]=3)[C@@H:92]3[C@@H:87]([CH2:88][CH2:89][CH2:90][CH2:91]3)[C:86]2=[O:105])[CH2:81][CH2:80]1)=[O:78], predict the reaction product. The product is: [CH:1]1([CH2:4][O:5][C:6]2[CH:14]=[CH:13][C:9]3[O:10][CH2:11][O:12][C:8]=3[C:7]=2[C:15]2[C:16]3[NH:23][CH:22]=[C:21]([C:24]([NH:75][C@@H:76]([CH2:106][OH:107])[C:77]([N:79]4[CH2:84][CH2:83][CH:82]([N:85]5[N:94]=[C:93]([C:95]6[CH:100]=[CH:99][C:98]([O:101][CH3:102])=[C:97]([O:103][CH3:104])[CH:96]=6)[C@@H:92]6[C@@H:87]([CH2:88][CH2:89][CH2:90][CH2:91]6)[C:86]5=[O:105])[CH2:81][CH2:80]4)=[O:78])=[O:25])[C:17]=3[N:18]=[CH:19][N:20]=2)[CH2:2][CH2:3]1. (8) Given the reactants [N:1]12[CH2:8][CH2:7][CH:4]([CH2:5][CH2:6]1)[C@@H:3]([O:9][C:10](N1C=CN=C1)=[O:11])[CH2:2]2.[CH:17]([OH:30])([C:24]1[CH:29]=[CH:28][CH:27]=[CH:26][CH:25]=1)[C:18]1[CH:23]=[CH:22][CH:21]=[CH:20][CH:19]=1, predict the reaction product. The product is: [CH:17]([O:30][C:10](=[O:11])[O:9][C@@H:3]1[CH:4]2[CH2:5][CH2:6][N:1]([CH2:8][CH2:7]2)[CH2:2]1)([C:24]1[CH:25]=[CH:26][CH:27]=[CH:28][CH:29]=1)[C:18]1[CH:23]=[CH:22][CH:21]=[CH:20][CH:19]=1. (9) Given the reactants [NH2:1][CH2:2][CH2:3][N:4]1[CH2:9][CH2:8][N:7]([C:10]([O:12][C:13]([CH3:16])([CH3:15])[CH3:14])=[O:11])[CH2:6][C:5]1=[O:17].Cl[C:19]1[N:20]=[N:21][CH:22]=[C:23](Cl)[C:24]=1Cl.C(N(CC)CC)C.[H][H], predict the reaction product. The product is: [C:13]([O:12][C:10]([N:7]1[CH2:8][CH2:9][N:4]([CH2:3][CH2:2][NH:1][C:24]2[CH:23]=[CH:22][N:21]=[N:20][CH:19]=2)[C:5](=[O:17])[CH2:6]1)=[O:11])([CH3:14])([CH3:16])[CH3:15]. (10) Given the reactants Br[C:2]1[CH:3]=[N:4][CH:5]=[N:6][CH:7]=1.[CH3:8][C:9]1[CH:14]=[CH:13][CH:12]=[CH:11][C:10]=1B(O)O.C(=O)([O-])[O-].[Na+].[Na+], predict the reaction product. The product is: [CH3:8][C:9]1[CH:14]=[CH:13][CH:12]=[CH:11][C:10]=1[C:2]1[CH:3]=[N:4][CH:5]=[N:6][CH:7]=1.